Dataset: Full USPTO retrosynthesis dataset with 1.9M reactions from patents (1976-2016). Task: Predict the reactants needed to synthesize the given product. Given the product [Cl:1][C:2]1[N:7]=[CH:6][C:5]2[CH:8]=[N:9][N:10]([C:13]([C:14]3[CH:19]=[CH:18][CH:17]=[CH:16][CH:15]=3)([C:26]3[CH:27]=[CH:28][CH:29]=[CH:30][CH:31]=3)[C:20]3[CH:21]=[CH:22][CH:23]=[CH:24][CH:25]=3)[C:4]=2[CH:3]=1, predict the reactants needed to synthesize it. The reactants are: [Cl:1][C:2]1[N:7]=[CH:6][C:5]2[CH:8]=[N:9][NH:10][C:4]=2[CH:3]=1.[H-].[Na+].[C:13](Cl)([C:26]1[CH:31]=[CH:30][CH:29]=[CH:28][CH:27]=1)([C:20]1[CH:25]=[CH:24][CH:23]=[CH:22][CH:21]=1)[C:14]1[CH:19]=[CH:18][CH:17]=[CH:16][CH:15]=1.